This data is from Full USPTO retrosynthesis dataset with 1.9M reactions from patents (1976-2016). The task is: Predict the reactants needed to synthesize the given product. Given the product [C:3]([O:7][C:8]([N:10]1[CH2:11][CH2:12][CH:13]([C:16]2[CH:25]=[CH:24][C:19]([C:20]([OH:22])=[O:21])=[CH:18][N:17]=2)[CH2:14][CH2:15]1)=[O:9])([CH3:6])([CH3:4])[CH3:5], predict the reactants needed to synthesize it. The reactants are: [OH-].[Na+].[C:3]([O:7][C:8]([N:10]1[CH2:15][CH2:14][CH:13]([C:16]2[CH:25]=[CH:24][C:19]([C:20]([O:22]C)=[O:21])=[CH:18][N:17]=2)[CH2:12][CH2:11]1)=[O:9])([CH3:6])([CH3:5])[CH3:4].Cl.